This data is from Catalyst prediction with 721,799 reactions and 888 catalyst types from USPTO. The task is: Predict which catalyst facilitates the given reaction. Reactant: C([O:5][C:6](=[O:42])[CH2:7][C:8]1[CH:13]=[CH:12][CH:11]=[C:10]([N:14]2[CH2:41][CH2:40][C:17]3([N:21]([CH2:22][C:23]4[CH:28]=[CH:27][C:26]([O:29][C:30]([F:33])([F:32])[F:31])=[CH:25][CH:24]=4)[C:20](=[O:34])[N:19]([CH2:35][CH:36]4[CH2:38][CH2:37]4)[C:18]3=[O:39])[CH2:16][CH2:15]2)[CH:9]=1)(C)(C)C.[C:43]([OH:49])([C:45]([F:48])([F:47])[F:46])=[O:44]. Product: [CH:36]1([CH2:35][N:19]2[C:18](=[O:39])[C:17]3([CH2:16][CH2:15][N:14]([C:10]4[CH:9]=[C:8]([CH2:7][C:6]([OH:42])=[O:5])[CH:13]=[CH:12][CH:11]=4)[CH2:41][CH2:40]3)[N:21]([CH2:22][C:23]3[CH:24]=[CH:25][C:26]([O:29][C:30]([F:33])([F:32])[F:31])=[CH:27][CH:28]=3)[C:20]2=[O:34])[CH2:38][CH2:37]1.[C:43]([OH:49])([C:45]([F:48])([F:47])[F:46])=[O:44]. The catalyst class is: 2.